Dataset: Reaction yield outcomes from USPTO patents with 853,638 reactions. Task: Predict the reaction yield, written as a fraction of the theoretical maximum amount of product (1.0 means a 100% yield; for example, 0.34 means a 34% yield). (1) The reactants are Br[CH2:2][C:3]1[CH:8]=[CH:7][C:6]([Cl:9])=[C:5]([Cl:10])[CH:4]=1.[N-:11]=[N+:12]=[N-:13].[Na+].[C:15]([O:19][CH2:20][CH3:21])(=[O:18])[C:16]#[CH:17]. The catalyst is CN(C=O)C. The product is [Cl:10][C:5]1[CH:4]=[C:3]([CH2:2][N:11]2[CH:17]=[C:16]([C:15]([O:19][CH2:20][CH3:21])=[O:18])[N:13]=[N:12]2)[CH:8]=[CH:7][C:6]=1[Cl:9]. The yield is 0.600. (2) The reactants are [I:1][Si](C)(C)C.O[CH2:7][CH2:8][CH2:9][CH2:10][CH2:11][N:12]1[C:20]2[C:19](=[O:21])[NH:18][C:17]([NH:22][C:23]3[CH:28]=[CH:27][C:26]([CH3:29])=[C:25]([CH2:30][CH3:31])[CH:24]=3)=[N:16][C:15]=2[N:14]=[CH:13]1.CO.S([O-])([O-])=O.[Na+].[Na+]. The catalyst is C(Cl)(Cl)Cl. The product is [I:1][CH2:7][CH2:8][CH2:9][CH2:10][CH2:11][N:12]1[C:20]2[C:19](=[O:21])[NH:18][C:17]([NH:22][C:23]3[CH:28]=[CH:27][C:26]([CH3:29])=[C:25]([CH2:30][CH3:31])[CH:24]=3)=[N:16][C:15]=2[N:14]=[CH:13]1. The yield is 0.850. (3) The yield is 0.990. The reactants are [C:1]([O:4][CH2:5][CH2:6][O:7][C:8]1[CH:9]=[CH:10][CH:11]=[C:12]2[C:17]=1[N:16]=[C:15]([CH3:18])[CH:14]=[CH:13]2)(=[O:3])[CH3:2].[Se](=O)=[O:20]. The catalyst is O1CCOCC1.O. The product is [C:1]([O:4][CH2:5][CH2:6][O:7][C:8]1[CH:9]=[CH:10][CH:11]=[C:12]2[C:17]=1[N:16]=[C:15]([CH:18]=[O:20])[CH:14]=[CH:13]2)(=[O:3])[CH3:2]. (4) The reactants are [OH:1][CH2:2][C@@H:3]1[C@@:7]2([CH3:35])[CH2:8][C@@H:9]([O:31][CH2:32][O:33][CH3:34])[CH:10]3[C@:23]45[C@@:14]([OH:30])([CH2:15][C@@H:16]([O:26][CH2:27][O:28][CH3:29])[CH2:17][C@H:18]4[O:19][C:20]([CH3:25])([CH3:24])[O:21][CH2:22]5)[CH2:13][CH2:12][CH:11]3[C@@:6]2([O:36][CH2:37][O:38][CH3:39])[CH2:5][CH2:4]1.[S:40](Cl)([C:43]1[CH:49]=[CH:48][C:46]([CH3:47])=[CH:45][CH:44]=1)(=[O:42])=[O:41].O. The catalyst is C(Cl)Cl.N1C=CC=CC=1. The product is [OH:30][C@@:14]12[CH2:15][C@@H:16]([O:26][CH2:27][O:28][CH3:29])[CH2:17][C@H:18]3[O:19][C:20]([CH3:25])([CH3:24])[O:21][CH2:22][C@@:23]13[CH:10]1[CH:11]([C@@:6]3([O:36][CH2:37][O:38][CH3:39])[CH2:5][CH2:4][C@H:3]([CH2:2][O:1][S:40]([C:43]4[CH:49]=[CH:48][C:46]([CH3:47])=[CH:45][CH:44]=4)(=[O:42])=[O:41])[C@@:7]3([CH3:35])[CH2:8][C@H:9]1[O:31][CH2:32][O:33][CH3:34])[CH2:12][CH2:13]2. The yield is 0.730.